This data is from Catalyst prediction with 721,799 reactions and 888 catalyst types from USPTO. The task is: Predict which catalyst facilitates the given reaction. (1) Reactant: [Si]([O:8][CH2:9][C:10]1([CH2:40][O:41][Si](C(C)(C)C)(C)C)[O:14][N:13]=[C:12]([C:15]2[N:20]=[CH:19][C:18]([C:21]3[CH:26]=[CH:25][C:24]([N:27]4[CH2:31][C@H:30]([CH2:32][N:33]5[CH:37]=[CH:36][N:35]=[N:34]5)[O:29][C:28]4=[O:38])=[CH:23][C:22]=3[F:39])=[CH:17][CH:16]=2)[CH2:11]1)(C(C)(C)C)(C)C.[F-].C([N+](CCCC)(CCCC)CCCC)CCC.C(OCC)(=O)C.O. Product: [OH:41][CH2:40][C:10]1([CH2:9][OH:8])[O:14][N:13]=[C:12]([C:15]2[N:20]=[CH:19][C:18]([C:21]3[CH:26]=[CH:25][C:24]([N:27]4[CH2:31][C@H:30]([CH2:32][N:33]5[CH:37]=[CH:36][N:35]=[N:34]5)[O:29][C:28]4=[O:38])=[CH:23][C:22]=3[F:39])=[CH:17][CH:16]=2)[CH2:11]1. The catalyst class is: 334. (2) Reactant: [Br:1][C:2]1[CH:3]=[C:4]([CH:7]=[CH:8][C:9]=1[OH:10])[CH:5]=[O:6].[H-].[Na+].Br[CH2:14][CH2:15][O:16][CH3:17]. Product: [Br:1][C:2]1[CH:3]=[C:4]([CH:7]=[CH:8][C:9]=1[O:10][CH2:14][CH2:15][O:16][CH3:17])[CH:5]=[O:6]. The catalyst class is: 39. (3) Reactant: [CH3:1][O:2][C:3](=[O:19])[CH2:4][C:5]1[C:6]([CH3:18])=[N:7][N:8]([CH2:11][C:12]2[CH:17]=[CH:16][CH:15]=[CH:14][CH:13]=2)[C:9]=1[CH3:10].[N+:20]([O-])([OH:22])=[O:21]. Product: [CH3:1][O:2][C:3](=[O:19])[CH2:4][C:5]1[C:6]([CH3:18])=[N:7][N:8]([CH2:11][C:12]2[CH:17]=[CH:16][C:15]([N+:20]([O-:22])=[O:21])=[CH:14][CH:13]=2)[C:9]=1[CH3:10]. The catalyst class is: 82. (4) Reactant: C([O:5][C:6](=[O:40])[C:7]1[CH:12]=[CH:11][CH:10]=[C:9]([CH2:13][CH:14]([NH:28][C:29](=[O:37])[CH2:30][CH2:31][S:32](=[O:36])(=[O:35])[NH:33][CH3:34])[B:15]2[O:23]C3C(C)(C4CC(C3)C4(C)C)[O:16]2)[C:8]=1OC)(C)(C)C.B(Br)(Br)Br. Product: [OH:23][B:15]1[CH:14]([NH:28][C:29](=[O:37])[CH2:30][CH2:31][S:32](=[O:36])(=[O:35])[NH:33][CH3:34])[CH2:13][C:9]2[CH:10]=[CH:11][CH:12]=[C:7]([C:6]([OH:5])=[O:40])[C:8]=2[O:16]1. The catalyst class is: 4. (5) Reactant: OS(O)(=O)=O.[S:6]1[CH:10]=[CH:9][C:8]([C:11](O)([CH2:16][CH:17]([CH3:19])[CH3:18])[CH2:12][CH:13]([CH3:15])[CH3:14])=[C:7]1[C:21]1[S:22][CH:23]=[CH:24][CH:25]=1.C(Cl)Cl. Product: [CH2:12]([C:11]1([CH2:16][CH:17]([CH3:19])[CH3:18])[C:25]2[CH:24]=[CH:23][S:22][C:21]=2[C:7]2[S:6][CH:10]=[CH:9][C:8]1=2)[CH:13]([CH3:15])[CH3:14]. The catalyst class is: 6.